This data is from Forward reaction prediction with 1.9M reactions from USPTO patents (1976-2016). The task is: Predict the product of the given reaction. (1) Given the reactants [NH2:1][C:2]1[S:3][C:4]2[CH2:10][CH2:9][CH2:8][CH2:7][C:5]=2[N:6]=1.[CH2:11]([Br:18])[C:12]1[CH:17]=[CH:16][CH:15]=[CH:14][CH:13]=1, predict the reaction product. The product is: [BrH:18].[C:12]1([CH2:11][N:6]2[C:5]3[CH2:7][CH2:8][CH2:9][CH2:10][C:4]=3[S:3][C:2]2=[NH:1])[CH:17]=[CH:16][CH:15]=[CH:14][CH:13]=1. (2) Given the reactants [Cl:1][C:2]1[N:7]=[C:6]([C:8]2[S:12][C:11]([CH:13]3[CH2:18][CH2:17][O:16][CH2:15][CH2:14]3)=[N:10][C:9]=2[C:19]2[C:20]([F:26])=[C:21]([CH:23]=[CH:24][CH:25]=2)[NH2:22])[CH:5]=[CH:4][N:3]=1.N1C=CC=CC=1.[F:33][C:34]1[CH:39]=[CH:38][C:37]([F:40])=[CH:36][C:35]=1[S:41](Cl)(=[O:43])=[O:42], predict the reaction product. The product is: [Cl:1][C:2]1[N:7]=[C:6]([C:8]2[S:12][C:11]([CH:13]3[CH2:18][CH2:17][O:16][CH2:15][CH2:14]3)=[N:10][C:9]=2[C:19]2[C:20]([F:26])=[C:21]([NH:22][S:41]([C:35]3[CH:36]=[C:37]([F:40])[CH:38]=[CH:39][C:34]=3[F:33])(=[O:43])=[O:42])[CH:23]=[CH:24][CH:25]=2)[CH:5]=[CH:4][N:3]=1. (3) Given the reactants Cl.[C:2]([C:5]1[CH:32]=[CH:31][C:8]([CH2:9][N:10]2[CH2:15][CH2:14][N:13]([S:16]([C:19]3[CH2:20][O:21][C:22]4[CH:28]=[C:27]([Cl:29])[CH:26]=[CH:25][C:23]=4[CH:24]=3)(=[O:18])=[O:17])[CH2:12][C:11]2=[O:30])=[CH:7][CH:6]=1)(=[NH:4])[NH2:3].[C:33]([O:36][CH:37]([O:39][C:40](OC1C=CC([N+]([O-])=O)=CC=1)=[O:41])[CH3:38])(=[O:35])[CH3:34].C(N(C(C)C)CC)(C)C, predict the reaction product. The product is: [C:33]([O:36][CH:37]([O:39][C:40]([NH:4][C:2]([C:5]1[CH:6]=[CH:7][C:8]([CH2:9][N:10]2[CH2:15][CH2:14][N:13]([S:16]([C:19]3[CH2:20][O:21][C:22]4[CH:28]=[C:27]([Cl:29])[CH:26]=[CH:25][C:23]=4[CH:24]=3)(=[O:18])=[O:17])[CH2:12][C:11]2=[O:30])=[CH:31][CH:32]=1)=[NH:3])=[O:41])[CH3:38])(=[O:35])[CH3:34]. (4) The product is: [Cl:12][C:13]1[C:18]([N:19]2[CH2:24][CH2:23][CH:22]([C:25]3[CH:26]=[C:27]([Cl:32])[CH:28]=[C:29]([Cl:31])[CH:30]=3)[CH2:21][CH2:20]2)=[CH:17][N:16]=[N:15][C:14]=1[NH:33][NH:34][C:9](=[O:11])[CH2:8][CH:5]1[CH2:6][CH2:7]1. Given the reactants S(Cl)(Cl)=O.[CH:5]1([CH2:8][C:9]([OH:11])=O)[CH2:7][CH2:6]1.[Cl:12][C:13]1[C:18]([N:19]2[CH2:24][CH2:23][CH:22]([C:25]3[CH:30]=[C:29]([Cl:31])[CH:28]=[C:27]([Cl:32])[CH:26]=3)[CH2:21][CH2:20]2)=[CH:17][N:16]=[N:15][C:14]=1[NH:33][NH2:34].C(=O)(O)[O-].[Na+], predict the reaction product. (5) Given the reactants [NH:1]1[CH:5]=[CH:4][C:3]([CH2:6][C:7]#[N:8])=[N:2]1.[CH3:9][N:10]([CH:12](OC)OC)[CH3:11], predict the reaction product. The product is: [CH3:9][N:10]([CH3:11])/[CH:12]=[C:6](/[C:3]1[CH:4]=[CH:5][NH:1][N:2]=1)\[C:7]#[N:8]. (6) Given the reactants BrC1C=C(C(OCC)=O)N(C2C=CC=CC=2)N=1.[Br:18][C:19]1[CH:20]=[C:21]([C:31]([O:33]CC)=O)[N:22]([C:24]2[CH:29]=[CH:28][C:27]([Br:30])=[CH:26][CH:25]=2)[N:23]=1.[Cl:36][C:37]1[CH:38]=[C:39]([N:43]2[CH2:48][CH2:47][NH:46][CH2:45][CH2:44]2)[CH:40]=[CH:41][CH:42]=1, predict the reaction product. The product is: [Br:18][C:19]1[CH:20]=[C:21]([C:31]([N:46]2[CH2:45][CH2:44][N:43]([C:39]3[CH:40]=[CH:41][CH:42]=[C:37]([Cl:36])[CH:38]=3)[CH2:48][CH2:47]2)=[O:33])[N:22]([C:24]2[CH:25]=[CH:26][C:27]([Br:30])=[CH:28][CH:29]=2)[N:23]=1. (7) Given the reactants CC1N(C2C=C(C)C=C(C#CC3C=CC=C([CH:23]([CH2:39][N+:40]([O-:42])=[O:41])[CH2:24][C:25]4[CH:30]=[C:29]([CH3:31])[CH:28]=[C:27]([N:32]5[C:36]([CH3:37])=[CH:35][CH:34]=[C:33]5[CH3:38])[N:26]=4)N=3)N=2)C(C)=CC=1.Br[C:44]1[CH:45]=[C:46]([CH:50](C[N+]([O-])=O)[CH2:51][C:52]2[CH:57]=[C:56]([CH3:58])[CH:55]=[C:54]([N:59]3[C:63]([CH3:64])=[CH:62][CH:61]=[C:60]3[CH3:65])[N:53]=2)[CH:47]=[N:48][CH:49]=1.ClC1C=C(CCCNCC2C=CC(C3N=C(N)C=C(C)C=3)=CC=2)C=CC=1, predict the reaction product. The product is: [CH3:65][C:60]1[N:59]([C:54]2[CH:55]=[C:56]([CH3:58])[CH:57]=[C:52]([C:51]#[C:50][C:46]3[CH:47]=[N:48][CH:49]=[C:44]([CH:23]([CH2:39][N+:40]([O-:42])=[O:41])[CH2:24][C:25]4[CH:30]=[C:29]([CH3:31])[CH:28]=[C:27]([N:32]5[C:33]([CH3:38])=[CH:34][CH:35]=[C:36]5[CH3:37])[N:26]=4)[CH:45]=3)[N:53]=2)[C:63]([CH3:64])=[CH:62][CH:61]=1. (8) The product is: [Cl:1][C:2]1[CH:3]=[CH:4][C:5]2[N:11]3[C:12]([C:15]([F:18])([F:17])[CH3:16])=[N:13][N:14]=[C:10]3[C@@H:9]([CH2:19][C:20]([OH:22])=[O:21])[O:8][C@H:7]([C:25]3[CH:30]=[CH:29][CH:28]=[C:27]([O:31][CH3:32])[C:26]=3[O:33][CH3:34])[C:6]=2[CH:35]=1. Given the reactants [Cl:1][C:2]1[CH:3]=[CH:4][C:5]2[N:11]3[C:12]([C:15]([F:18])([F:17])[CH3:16])=[N:13][N:14]=[C:10]3[C@@H:9]([CH2:19][C:20]([O:22]CC)=[O:21])[O:8][C@H:7]([C:25]3[CH:30]=[CH:29][CH:28]=[C:27]([O:31][CH3:32])[C:26]=3[O:33][CH3:34])[C:6]=2[CH:35]=1.Cl, predict the reaction product.